Dataset: Peptide-MHC class I binding affinity with 185,985 pairs from IEDB/IMGT. Task: Regression. Given a peptide amino acid sequence and an MHC pseudo amino acid sequence, predict their binding affinity value. This is MHC class I binding data. (1) The peptide sequence is YFIFVRAIL. The MHC is HLA-C12:03 with pseudo-sequence HLA-C12:03. The binding affinity (normalized) is 0.438. (2) The peptide sequence is TQSPVSVGF. The MHC is HLA-A29:02 with pseudo-sequence HLA-A29:02. The binding affinity (normalized) is 0.0847. (3) The peptide sequence is CADGTRHTY. The MHC is HLA-A23:01 with pseudo-sequence HLA-A23:01. The binding affinity (normalized) is 0.